Task: Predict which catalyst facilitates the given reaction.. Dataset: Catalyst prediction with 721,799 reactions and 888 catalyst types from USPTO (1) Reactant: [Cl:1][C:2]1[CH:8]=[CH:7][CH:6]=[CH:5][C:3]=1[NH2:4].[CH2:9]([Li])CCC.IC. Product: [Cl:1][C:2]1[CH:8]=[CH:7][CH:6]=[CH:5][C:3]=1[NH:4][CH3:9]. The catalyst class is: 598. (2) Reactant: [Br:1][CH:2]1[CH2:8][CH2:7][CH2:6][C:5]2[CH:9]=[C:10]([N:13]3[CH2:17][C@H:16]([CH2:18][NH:19][C:20](=[O:22])[CH3:21])[O:15][C:14]3=[O:23])[CH:11]=[CH:12][C:4]=2[C:3]1=O.[NH2:25][C:26]([NH2:28])=[S:27]. Product: [BrH:1].[NH2:28][C:26]1[S:27][C:2]2[CH2:8][CH2:7][CH2:6][C:5]3[CH:9]=[C:10]([N:13]4[CH2:17][C@H:16]([CH2:18][NH:19][C:20](=[O:22])[CH3:21])[O:15][C:14]4=[O:23])[CH:11]=[CH:12][C:4]=3[C:3]=2[N:25]=1. The catalyst class is: 8.